This data is from Forward reaction prediction with 1.9M reactions from USPTO patents (1976-2016). The task is: Predict the product of the given reaction. Given the reactants [Br:1][C:2]1[CH:7]=[CH:6][CH:5]=[CH:4][C:3]=1[N+:8]([O-])=O.[CH:11]([Mg]Br)=[CH2:12].[Cl-].[NH4+], predict the reaction product. The product is: [Br:1][C:2]1[CH:7]=[CH:6][CH:5]=[C:4]2[C:3]=1[NH:8][CH:12]=[CH:11]2.